From a dataset of Catalyst prediction with 721,799 reactions and 888 catalyst types from USPTO. Predict which catalyst facilitates the given reaction. (1) The catalyst class is: 6. Reactant: [NH:1]1[CH2:6][CH2:5][S:4](=[O:8])(=[O:7])[CH2:3][CH2:2]1.CN(C=O)C.CS(O[CH2:19][C:20]1[C:21]2[CH:29]=[C:28]([CH:30]3[CH2:35][CH2:34][CH2:33][CH2:32][CH2:31]3)[S:27][C:22]=2[N:23]=[C:24]([CH3:26])[N:25]=1)(=O)=O. Product: [CH:30]1([C:28]2[S:27][C:22]3[N:23]=[C:24]([CH3:26])[N:25]=[C:20]([CH2:19][N:1]4[CH2:6][CH2:5][S:4](=[O:8])(=[O:7])[CH2:3][CH2:2]4)[C:21]=3[CH:29]=2)[CH2:31][CH2:32][CH2:33][CH2:34][CH2:35]1. (2) Reactant: [C:1]([C:5]1[CH:10]=[CH:9][C:8]([C:11]2[O:12][C:13]3[C:19]([N:20]4[CH2:25][CH2:24][NH:23][CH2:22][CH2:21]4)=[CH:18][CH:17]=[CH:16][C:14]=3[N:15]=2)=[CH:7][CH:6]=1)([CH3:4])([CH3:3])[CH3:2].Br[CH2:27][C:28]1[CH:29]=[C:30]2[C:35](=[CH:36][CH:37]=1)[N:34]=[CH:33][CH:32]=[N:31]2.C(N(C(C)C)C(C)C)C. Product: [C:1]([C:5]1[CH:6]=[CH:7][C:8]([C:11]2[O:12][C:13]3[C:19]([N:20]4[CH2:25][CH2:24][N:23]([CH2:27][C:28]5[CH:29]=[C:30]6[C:35](=[CH:36][CH:37]=5)[N:34]=[CH:33][CH:32]=[N:31]6)[CH2:22][CH2:21]4)=[CH:18][CH:17]=[CH:16][C:14]=3[N:15]=2)=[CH:9][CH:10]=1)([CH3:4])([CH3:2])[CH3:3]. The catalyst class is: 23.